From a dataset of Forward reaction prediction with 1.9M reactions from USPTO patents (1976-2016). Predict the product of the given reaction. Given the reactants Cl[C:2]1[N:7]=[CH:6][C:5]([S:8]([N:11]2[CH2:16][CH2:15][N:14]([C:17]3[N:22]=[CH:21][C:20]([C:23]([OH:32])([C:28]([F:31])([F:30])[F:29])[C:24]([F:27])([F:26])[F:25])=[CH:19][N:18]=3)[C@@H:13]([CH2:33][N:34]([C:39]3[CH:44]=[CH:43][CH:42]=[CH:41][CH:40]=3)[S:35]([CH3:38])(=[O:37])=[O:36])[CH2:12]2)(=[O:10])=[O:9])=[CH:4][CH:3]=1.[NH3:45], predict the reaction product. The product is: [NH2:45][C:2]1[N:7]=[CH:6][C:5]([S:8]([N:11]2[CH2:16][CH2:15][N:14]([C:17]3[N:22]=[CH:21][C:20]([C:23]([OH:32])([C:28]([F:31])([F:30])[F:29])[C:24]([F:27])([F:26])[F:25])=[CH:19][N:18]=3)[C@@H:13]([CH2:33][N:34]([C:39]3[CH:44]=[CH:43][CH:42]=[CH:41][CH:40]=3)[S:35]([CH3:38])(=[O:37])=[O:36])[CH2:12]2)(=[O:10])=[O:9])=[CH:4][CH:3]=1.